This data is from Full USPTO retrosynthesis dataset with 1.9M reactions from patents (1976-2016). The task is: Predict the reactants needed to synthesize the given product. (1) Given the product [OH:30][C@H:31]1[C@@H:29]([OH:40])[CH2:28][N:27]([C:26]2[CH:11]=[CH:10][C:9]([C:12]3[NH:17][C:16](=[O:18])[C:15]([C:19]([OH:21])=[O:20])=[C:14]([OH:23])[C:13]=3[CH2:24][CH3:25])=[CH:8][CH:7]=2)[CH2:32]1, predict the reactants needed to synthesize it. The reactants are: N1(C2[CH:11]=[CH:10][C:9]([C:12]3[NH:17][C:16](=[O:18])[C:15]([C:19]([O:21]C)=[O:20])=[C:14]([OH:23])[C:13]=3[CH2:24][CH3:25])=[CH:8][CH:7]=2)CC=CC1.[CH3:26][N+:27]1([O-])[CH2:32][CH2:31][O:30][CH2:29][CH2:28]1.[Li+].[I-].Cl.C1C[O:40]CC1. (2) Given the product [CH3:13][O:12][C:5]1[CH:6]=[C:7]([CH2:9][OH:10])[CH:8]=[C:3]([O:2][CH3:1])[N:4]=1, predict the reactants needed to synthesize it. The reactants are: [CH3:1][O:2][C:3]1[CH:8]=[C:7]([C:9](O)=[O:10])[CH:6]=[C:5]([O:12][CH3:13])[N:4]=1.B.C1COCC1. (3) Given the product [O:1]1[C:5]2[CH:6]=[CH:7][C:8]([C:10]3([C:13]([NH:15][C:16]4[CH:17]=[C:18]5[C:22](=[CH:23][CH:24]=4)[N:21]([CH:30]([CH2:31][OH:33])[CH2:36][OH:38])[CH:20]([C:25]([CH3:28])([CH3:27])[CH3:26])[CH2:19]5)=[O:14])[CH2:12][CH2:11]3)=[CH:9][C:4]=2[O:3][CH2:2]1, predict the reactants needed to synthesize it. The reactants are: [O:1]1[C:5]2[CH:6]=[CH:7][C:8]([C:10]3([C:13]([NH:15][C:16]4[CH:17]=[C:18]5[C:22](=[CH:23][CH:24]=4)[NH:21][CH:20]([C:25]([CH3:28])([CH3:27])[CH3:26])[CH2:19]5)=[O:14])[CH2:12][CH2:11]3)=[CH:9][C:4]=2[O:3][CH2:2]1.F[C:30](F)(F)[C:31]([OH:33])=O.[C:36](O[BH-](OC(=O)C)OC(=O)C)(=[O:38])C.[Na+]. (4) Given the product [CH3:9][C:4]1[N:5]=[C:6]([N:11]([CH3:10])[C:12]2[CH:17]=[CH:16][CH:15]=[C:14]([OH:18])[CH:13]=2)[CH:7]=[C:2]([N:11]([CH3:10])[C:12]2[CH:17]=[CH:16][CH:15]=[C:14]([OH:18])[CH:13]=2)[N:3]=1, predict the reactants needed to synthesize it. The reactants are: Cl[C:2]1[CH:7]=[C:6](Cl)[N:5]=[C:4]([CH3:9])[N:3]=1.[CH3:10][NH:11][C:12]1[CH:13]=[C:14]([OH:18])[CH:15]=[CH:16][CH:17]=1.